This data is from Reaction yield outcomes from USPTO patents with 853,638 reactions. The task is: Predict the reaction yield, written as a fraction of the theoretical maximum amount of product (1.0 means a 100% yield; for example, 0.34 means a 34% yield). (1) The reactants are [NH2:1][C@H:2]1[CH2:7][CH2:6][N:5]([C:8]([O:10][C:11]([CH3:14])([CH3:13])[CH3:12])=[O:9])[CH2:4][C@H:3]1[O:15][CH2:16][CH:17]([CH3:19])[CH3:18].[Cl:20][C:21]1[N:22]=[C:23]([C:28](O)=[O:29])[NH:24][C:25]=1[CH2:26][CH3:27].CCN=C=NCCCN(C)C.Cl.C1C=CC2N(O)N=NC=2C=1. The catalyst is ClCCl.CC(N(C)C)=O. The product is [Cl:20][C:21]1[N:22]=[C:23]([C:28]([NH:1][C@H:2]2[CH2:7][CH2:6][N:5]([C:8]([O:10][C:11]([CH3:12])([CH3:13])[CH3:14])=[O:9])[CH2:4][C@H:3]2[O:15][CH2:16][CH:17]([CH3:19])[CH3:18])=[O:29])[NH:24][C:25]=1[CH2:26][CH3:27]. The yield is 0.870. (2) The reactants are [N+:1]([C:4]1[CH:12]=[C:7]2[CH2:8][NH:9][CH2:10][CH2:11][N:6]2[N:5]=1)([O-:3])=[O:2].[C:13](Cl)(=[O:15])[CH3:14].C([O-])([O-])=O.[K+].[K+]. The catalyst is ClCCl. The product is [N+:1]([C:4]1[CH:12]=[C:7]2[CH2:8][N:9]([C:13](=[O:15])[CH3:14])[CH2:10][CH2:11][N:6]2[N:5]=1)([O-:3])=[O:2]. The yield is 0.600. (3) The reactants are [OH-].[Li+].[Br:3][C:4]1[N:5]([C:19]2[C:28]3[C:23](=[CH:24][CH:25]=[CH:26][CH:27]=3)[C:22]([CH:29]3[CH2:31][CH2:30]3)=[CH:21][CH:20]=2)[C:6]([S:9][C:10]2([C:14]([O:16]CC)=[O:15])[CH2:13][CH2:12][CH2:11]2)=[N:7][N:8]=1. The catalyst is C1COCC1.CO. The product is [Br:3][C:4]1[N:5]([C:19]2[C:28]3[C:23](=[CH:24][CH:25]=[CH:26][CH:27]=3)[C:22]([CH:29]3[CH2:31][CH2:30]3)=[CH:21][CH:20]=2)[C:6]([S:9][C:10]2([C:14]([OH:16])=[O:15])[CH2:11][CH2:12][CH2:13]2)=[N:7][N:8]=1. The yield is 0.750. (4) The catalyst is O. The reactants are [F:1][C:2]([F:21])([C:14]1[CH:19]=[CH:18][C:17]([F:20])=[CH:16][CH:15]=1)[C:3](=O)[CH2:4][C:5]1[CH:12]=[CH:11][CH:10]=[CH:9][C:6]=1[C:7]#[N:8].S(=O)(=O)(O)[OH:23]. The product is [F:1][C:2]([F:21])([C:14]1[CH:19]=[CH:18][C:17]([F:20])=[CH:16][CH:15]=1)[C:3]1[N:8]=[C:7]([OH:23])[C:6]2[C:5]([CH:4]=1)=[CH:12][CH:11]=[CH:10][CH:9]=2. The yield is 0.120. (5) The reactants are [CH2:1]([N:4]([CH2:8][CH2:9][CH3:10])[CH2:5][CH2:6][NH2:7])[CH2:2][CH3:3].[C:11]([C:15]1[CH:16]=[CH:17][C:18]2[N+:23]([O-:24])=[N:22][C:21](Cl)=[N:20][C:19]=2[CH:26]=1)([CH3:14])([CH3:13])[CH3:12]. The catalyst is COCCOC. The product is [C:11]([C:15]1[CH:16]=[CH:17][C:18]2[N+:23]([O-:24])=[N:22][C:21]([NH:7][CH2:6][CH2:5][N:4]([CH2:8][CH2:9][CH3:10])[CH2:1][CH2:2][CH3:3])=[N:20][C:19]=2[CH:26]=1)([CH3:14])([CH3:12])[CH3:13]. The yield is 0.960.